This data is from Reaction yield outcomes from USPTO patents with 853,638 reactions. The task is: Predict the reaction yield, written as a fraction of the theoretical maximum amount of product (1.0 means a 100% yield; for example, 0.34 means a 34% yield). (1) The reactants are [OH:1][C:2]1[C:10]([O:11][CH3:12])=[CH:9][C:8]([I:13])=[C:7]2[C:3]=1[CH2:4][NH:5][C:6]2=[O:14].[C:15](=O)([O-])[O-].[K+].[K+].CI.O. The catalyst is CN(C=O)C. The product is [CH3:15][O:1][C:2]1[C:10]([O:11][CH3:12])=[CH:9][C:8]([I:13])=[C:7]2[C:3]=1[CH2:4][NH:5][C:6]2=[O:14]. The yield is 0.700. (2) The yield is 0.260. The product is [F:1][C:2]1[CH:3]=[CH:4][C:5]([CH:22]2[C:35]([C:36]([O:38][CH2:39][CH3:40])=[O:37])=[C:34]([CH3:41])[NH:31][C:30]([C:26]3[S:25][CH:29]=[CH:28][N:27]=3)=[N:32]2)=[C:6]([C:8]2[CH:13]=[C:12]([C:14]([F:15])([F:16])[F:17])[CH:11]=[C:10]([C:18]([F:21])([F:20])[F:19])[CH:9]=2)[CH:7]=1. No catalyst specified. The reactants are [F:1][C:2]1[CH:7]=[C:6]([C:8]2[CH:13]=[C:12]([C:14]([F:17])([F:16])[F:15])[CH:11]=[C:10]([C:18]([F:21])([F:20])[F:19])[CH:9]=2)[C:5]([CH:22]=O)=[CH:4][CH:3]=1.Cl.[S:25]1[CH:29]=[CH:28][N:27]=[C:26]1[C:30](=[NH:32])[NH2:31].O=[C:34]([CH3:41])[CH2:35][C:36]([O:38][CH2:39][CH3:40])=[O:37]. (3) The reactants are [CH3:1][C:2]1[CH:11]=[CH:10][C:5]([C:6]([O:8][CH3:9])=[O:7])=[CH:4][N:3]=1.C1C(=O)N([Br:19])C(=O)C1.CC(N=NC(C#N)(C)C)(C#N)C.C(=O)([O-])O.[Na+]. The catalyst is C(OCC)(=O)C. The product is [Br:19][CH2:1][C:2]1[CH:11]=[CH:10][C:5]([C:6]([O:8][CH3:9])=[O:7])=[CH:4][N:3]=1. The yield is 0.280. (4) The yield is 0.270. The reactants are [CH2:1]([O:3][CH:4]([O:18][CH2:19][CH3:20])[P:5]([CH2:10][CH:11]([F:17])[C:12](OCC)=[O:13])([O:7][CH2:8][CH3:9])=[O:6])[CH3:2].[NH4+:21]. The catalyst is C(O)C. The product is [NH2:21][C:12](=[O:13])[CH:11]([F:17])[CH2:10][P:5]([CH:4]([O:18][CH2:19][CH3:20])[O:3][CH2:1][CH3:2])(=[O:6])[O:7][CH2:8][CH3:9]. (5) The catalyst is CN1CCCC1=O. The yield is 0.370. The product is [Cl:1][C:2]1[CH:8]=[C:7]([O:9][C:10]2[C:11]3[N:18]([CH3:19])[CH:17]=[CH:16][C:12]=3[N:13]=[CH:14][N:15]=2)[CH:6]=[CH:5][C:3]=1[NH:4][C:27]([NH:43][C:42]1[CH:44]=[CH:45][CH:46]=[C:40]([S:38]([C:37]([F:47])([F:36])[F:48])=[O:39])[CH:41]=1)=[O:28]. The reactants are [Cl:1][C:2]1[CH:8]=[C:7]([O:9][C:10]2[C:11]3[N:18]([CH3:19])[CH:17]=[CH:16][C:12]=3[N:13]=[CH:14][N:15]=2)[CH:6]=[CH:5][C:3]=1[NH2:4].N1C=CC=CC=1.Cl[C:27](OC1C=CC=CC=1)=[O:28].[F:36][C:37]([F:48])([F:47])[S:38]([C:40]1[CH:41]=[C:42]([CH:44]=[CH:45][CH:46]=1)[NH2:43])=[O:39]. (6) The reactants are O[CH2:2][CH2:3][N:4]1[CH2:9][CH2:8][N:7]([CH2:10][C:11]([NH:13][C:14]2[C:15]([S:23][CH3:24])=[N:16][C:17]([CH3:22])=[CH:18][C:19]=2[S:20][CH3:21])=[O:12])[CH2:6][CH2:5]1.C(N(CC)CC)C.CS(Cl)(=O)=O.[SH:37][C:38]1[NH:39][C:40]2[CH:46]=[CH:45][CH:44]=[CH:43][C:41]=2[N:42]=1.C(=O)([O-])[O-].[K+].[K+].C1OCCOCCOCCOCCOCCOC1. The product is [N:39]1[C:40]2[CH:46]=[CH:45][CH:44]=[CH:43][C:41]=2[NH:42][C:38]=1[S:37][CH2:2][CH2:3][N:4]1[CH2:9][CH2:8][N:7]([CH2:10][C:11]([NH:13][C:14]2[C:15]([S:23][CH3:24])=[N:16][C:17]([CH3:22])=[CH:18][C:19]=2[S:20][CH3:21])=[O:12])[CH2:6][CH2:5]1. The catalyst is O1CCCC1.CN(C)C1C=CN=CC=1. The yield is 0.392. (7) The reactants are [CH2:1]([O:3][P:4]([CH:9]([C:35]#[N:36])[CH2:10][C:11]([CH3:34])=[CH:12][CH2:13][C:14]1[C:15]([O:27]CC[Si](C)(C)C)=[C:16]2[C:20](=[C:21]([CH3:25])[C:22]=1[O:23][CH3:24])[CH2:19][O:18][C:17]2=[O:26])(=[O:8])[O:5][CH2:6][CH3:7])[CH3:2]. The catalyst is C(O)(C(F)(F)F)=O.C(Cl)Cl. The product is [CH2:1]([O:3][P:4]([CH:9]([C:35]#[N:36])[CH2:10][C:11]([CH3:34])=[CH:12][CH2:13][C:14]1[C:15]([OH:27])=[C:16]2[C:20](=[C:21]([CH3:25])[C:22]=1[O:23][CH3:24])[CH2:19][O:18][C:17]2=[O:26])(=[O:8])[O:5][CH2:6][CH3:7])[CH3:2]. The yield is 0.800. (8) The reactants are [Cl:1][C:2]1[CH:3]=[C:4]([C:8]2[N:13]=[CH:12][C:11]([N+:14]([O-])=O)=[CH:10][N:9]=2)[CH:5]=[CH:6][CH:7]=1.[NH4+].[Cl-]. The catalyst is C1COCC1.C(OCC)(=O)C.C(=O)([O-])[O-].[Na+].[Na+].[Zn]. The product is [Cl:1][C:2]1[CH:3]=[C:4]([C:8]2[N:9]=[CH:10][C:11]([NH2:14])=[CH:12][N:13]=2)[CH:5]=[CH:6][CH:7]=1. The yield is 0.286. (9) The reactants are [CH3:1][C:2]1[O:6][C:5]([C:7]2[CH:16]=[CH:15][C:10]([C:11]([O:13][CH3:14])=[O:12])=[CH:9][CH:8]=2)=[N:4][C:3]=1[CH2:17][SH:18].C(=O)([O-])[O-].[Cs+].[Cs+].I[C@H:26]1[CH2:30][CH2:29][C@H:28]([NH:31][C:32](=[O:38])[O:33][C:34]([CH3:37])([CH3:36])[CH3:35])[CH2:27]1. The catalyst is CN(C)C=O. The product is [C:34]([O:33][C:32]([NH:31][C@H:28]1[CH2:29][CH2:30][C@@H:26]([S:18][CH2:17][C:3]2[N:4]=[C:5]([C:7]3[CH:8]=[CH:9][C:10]([C:11]([O:13][CH3:14])=[O:12])=[CH:15][CH:16]=3)[O:6][C:2]=2[CH3:1])[CH2:27]1)=[O:38])([CH3:37])([CH3:35])[CH3:36]. The yield is 0.910. (10) The reactants are O1CCOCC1.[CH2:7]([C:9]1[CH:10]=[CH:11][C:12]([CH:15]=[CH2:16])=[N:13][CH:14]=1)[CH3:8].[Br:17]N1C(=O)CCC1=O.[OH2:25]. No catalyst specified. The product is [Br:17][CH2:16][CH:15]([C:12]1[CH:11]=[CH:10][C:9]([CH2:7][CH3:8])=[CH:14][N:13]=1)[OH:25]. The yield is 0.850.